From a dataset of Forward reaction prediction with 1.9M reactions from USPTO patents (1976-2016). Predict the product of the given reaction. (1) Given the reactants [NH:1]1[C:9]2[C:4](=[CH:5][CH:6]=[CH:7][CH:8]=2)[C:3]([C:10]([O:12][CH2:13][CH3:14])=[O:11])=[N:2]1.Br[CH2:16][CH:17]1[CH2:20][CH2:19][O:18]1, predict the reaction product. The product is: [O:18]1[CH2:19][CH2:20][CH:17]1[CH2:16][N:1]1[C:9]2[C:4](=[CH:5][CH:6]=[CH:7][CH:8]=2)[C:3]([C:10]([O:12][CH2:13][CH3:14])=[O:11])=[N:2]1. (2) Given the reactants I[C:2]1[C:10]2[C:5](=[CH:6][N:7]=[C:8]([C:11]3[CH:12]=[N:13][CH:14]=[CH:15][CH:16]=3)[CH:9]=2)[N:4]([CH2:17][O:18][CH2:19][CH2:20][Si:21]([CH3:24])([CH3:23])[CH3:22])[N:3]=1.[O:25]=[C:26]1[C:30]2([CH2:35][CH2:34][N:33]([C:36]([O:38][CH2:39][C:40]3[CH:45]=[CH:44][CH:43]=[CH:42][CH:41]=3)=[O:37])[CH2:32][CH2:31]2)[CH2:29][CH2:28][NH:27]1.CNCCNC.C(=O)([O-])[O-].[Cs+].[Cs+].O1CCOCC1, predict the reaction product. The product is: [O:25]=[C:26]1[C:30]2([CH2:35][CH2:34][N:33]([C:36]([O:38][CH2:39][C:40]3[CH:41]=[CH:42][CH:43]=[CH:44][CH:45]=3)=[O:37])[CH2:32][CH2:31]2)[CH2:29][CH2:28][N:27]1[C:2]1[C:10]2[C:5](=[CH:6][N:7]=[C:8]([C:11]3[CH:12]=[N:13][CH:14]=[CH:15][CH:16]=3)[CH:9]=2)[N:4]([CH2:17][O:18][CH2:19][CH2:20][Si:21]([CH3:24])([CH3:23])[CH3:22])[N:3]=1. (3) Given the reactants [CH2:1]([C:3]1[C:7]([C:8]([OH:10])=O)=[CH:6][O:5][N:4]=1)[CH3:2].C1C=CC2N(O)N=NC=2C=1.CCN=C=NCCCN(C)C.Cl.[CH3:33][O:34][C:35]1[CH:44]=[CH:43][CH:42]=[C:41]2[C:36]=1[CH2:37][CH2:38][CH2:39][C@H:40]2[NH2:45], predict the reaction product. The product is: [CH2:1]([C:3]1[C:7]([C:8]([NH:45][C@H:40]2[C:41]3[C:36](=[C:35]([O:34][CH3:33])[CH:44]=[CH:43][CH:42]=3)[CH2:37][CH2:38][CH2:39]2)=[O:10])=[CH:6][O:5][N:4]=1)[CH3:2]. (4) Given the reactants [CH3:1][N:2]([CH3:37])[CH2:3][C:4]#[C:5][C:6]1[CH:7]=[C:8]([NH:16][C:17]2[N:18]=[CH:19][C:20]3[CH2:21][C:22](=[O:36])[NH:23][C:24]4[CH:31]=[C:30]([C:32]([F:35])([F:34])[F:33])[CH:29]=[CH:28][C:25]=4[C:26]=3[N:27]=2)[C:9]([C:12]([F:15])([F:14])[F:13])=[N:10][CH:11]=1.CCO, predict the reaction product. The product is: [CH3:37][N:2]([CH3:1])[CH2:3][CH2:4][CH2:5][C:6]1[CH:7]=[C:8]([NH:16][C:17]2[N:18]=[CH:19][C:20]3[CH2:21][C:22](=[O:36])[NH:23][C:24]4[CH:31]=[C:30]([C:32]([F:34])([F:33])[F:35])[CH:29]=[CH:28][C:25]=4[C:26]=3[N:27]=2)[C:9]([C:12]([F:15])([F:14])[F:13])=[N:10][CH:11]=1. (5) Given the reactants [NH:1]1[CH2:6][CH2:5][S:4][CH2:3][CH2:2]1.Cl[C:8]1[N:13]=[C:12]([CH:14]2[CH2:16][CH2:15]2)[N:11]=[C:10]([NH:17][CH:18]2[CH2:20][CH2:19]2)[C:9]=1[F:21], predict the reaction product. The product is: [CH:18]1([NH:17][C:10]2[C:9]([F:21])=[C:8]([N:1]3[CH2:6][CH2:5][S:4][CH2:3][CH2:2]3)[N:13]=[C:12]([CH:14]3[CH2:16][CH2:15]3)[N:11]=2)[CH2:20][CH2:19]1. (6) The product is: [Br:1][C:2]1[CH:3]=[CH:4][C:5]([NH2:9])=[N:6][C:7]=1[C:11]#[C:10][C:12]1[CH:17]=[CH:16][CH:15]=[CH:14][CH:13]=1. Given the reactants [Br:1][C:2]1[CH:3]=[CH:4][C:5]([NH2:9])=[N:6][C:7]=1Br.[C:10]([C:12]1[CH:17]=[CH:16][CH:15]=[CH:14][CH:13]=1)#[CH:11].C(N(CC)CC)C.C1COCC1, predict the reaction product.